This data is from Catalyst prediction with 721,799 reactions and 888 catalyst types from USPTO. The task is: Predict which catalyst facilitates the given reaction. (1) Reactant: [Cl:1][C:2]1[CH:7]=[CH:6][C:5]([CH2:8][CH2:9][NH:10]C(=O)OC(C)(C)C)=[CH:4][C:3]=1[C:18]([NH:20][CH2:21][C:22]12[CH2:31][CH:26]3[CH2:27][CH:28]([CH2:30][CH:24]([CH2:25]3)[CH2:23]1)[CH2:29]2)=[O:19]. Product: [NH2:10][CH2:9][CH2:8][C:5]1[CH:6]=[CH:7][C:2]([Cl:1])=[C:3]([CH:4]=1)[C:18]([NH:20][CH2:21][C:22]12[CH2:29][CH:28]3[CH2:30][CH:24]([CH2:25][CH:26]([CH2:27]3)[CH2:31]1)[CH2:23]2)=[O:19]. The catalyst class is: 138. (2) The catalyst class is: 5. Reactant: [CH3:1][C:2]([CH3:4])=O.[NH2:5][C:6]1[C:15]2[N:16]=[C:17]([CH2:30][O:31][NH2:32])[N:18]([CH2:19][CH2:20][CH2:21][NH:22][C:23](=[O:29])[O:24][C:25]([CH3:28])([CH3:27])[CH3:26])[C:14]=2[C:13]2[CH:12]=[CH:11][CH:10]=[CH:9][C:8]=2[N:7]=1. Product: [NH2:5][C:6]1[C:15]2[N:16]=[C:17]([CH2:30][O:31][N:32]=[C:2]([CH3:4])[CH3:1])[N:18]([CH2:19][CH2:20][CH2:21][NH:22][C:23](=[O:29])[O:24][C:25]([CH3:28])([CH3:27])[CH3:26])[C:14]=2[C:13]2[CH:12]=[CH:11][CH:10]=[CH:9][C:8]=2[N:7]=1. (3) Reactant: [Br:1][C:2]1[CH:3]=[C:4]([N+:14]([O-:16])=[O:15])[C:5]2[N:9]=[C:8]([CH2:10]Cl)[N:7]([CH3:12])[C:6]=2[CH:13]=1.[I-].[K+].[C:19]([O-:22])(=[O:21])[CH3:20].[K+].O. Product: [C:19]([O:22][CH2:10][C:8]1[N:7]([CH3:12])[C:6]2[CH:13]=[C:2]([Br:1])[CH:3]=[C:4]([N+:14]([O-:16])=[O:15])[C:5]=2[N:9]=1)(=[O:21])[CH3:20]. The catalyst class is: 21. (4) Reactant: [Cl:1][C:2]1[C:7]([C:8]([F:11])([F:10])[F:9])=[CH:6][CH:5]=[C:4](Cl)[N:3]=1.[F:13][C:14]1([F:18])[CH2:17][NH:16][CH2:15]1.C(N(C(C)C)C(C)C)C.O. Product: [Cl:1][C:2]1[C:7]([C:8]([F:11])([F:10])[F:9])=[CH:6][CH:5]=[C:4]([N:16]2[CH2:17][C:14]([F:18])([F:13])[CH2:15]2)[N:3]=1. The catalyst class is: 3.